This data is from TCR-epitope binding with 47,182 pairs between 192 epitopes and 23,139 TCRs. The task is: Binary Classification. Given a T-cell receptor sequence (or CDR3 region) and an epitope sequence, predict whether binding occurs between them. (1) The epitope is KPLEFGATSAAL. The TCR CDR3 sequence is CASAGSGSLAGELFF. Result: 1 (the TCR binds to the epitope). (2) The epitope is LEPLVDLPI. The TCR CDR3 sequence is CASSQEGILAGTGELFF. Result: 1 (the TCR binds to the epitope).